This data is from Forward reaction prediction with 1.9M reactions from USPTO patents (1976-2016). The task is: Predict the product of the given reaction. (1) The product is: [F:34][C:29]([F:33])([O:28][C:25]1[CH:26]=[CH:27][C:22]([C:19]2[S:18][C:17]([S:14]([C:8]3([C:6]([OH:7])=[O:5])[CH2:9][CH2:10][O:11][CH2:12][CH2:13]3)(=[O:15])=[O:16])=[CH:21][CH:20]=2)=[CH:23][CH:24]=1)[CH:30]([F:32])[F:31]. Given the reactants C([O:5][C:6]([C:8]1([S:14]([C:17]2[S:18][C:19]([C:22]3[CH:27]=[CH:26][C:25]([O:28][C:29]([F:34])([F:33])[CH:30]([F:32])[F:31])=[CH:24][CH:23]=3)=[CH:20][CH:21]=2)(=[O:16])=[O:15])[CH2:13][CH2:12][O:11][CH2:10][CH2:9]1)=[O:7])(C)(C)C.FC(F)(F)C(O)=O, predict the reaction product. (2) Given the reactants B(C1C=CC(CCCC(O)=O)=CC=1)(O)O.[C:16]([S:20]([C:23]1[CH:28]=[CH:27][C:26]([NH:29][C:30](=[O:48])[CH2:31][CH2:32][CH2:33][C:34]2[CH:39]=[CH:38][C:37]([B:40]3[O:45]CC(C)(C)C[O:41]3)=[CH:36][CH:35]=2)=[CH:25][C:24]=1[C:49]#[N:50])(=[O:22])=[O:21])([CH3:19])([CH3:18])[CH3:17].[OH-].[Na+], predict the reaction product. The product is: [C:16]([S:20]([C:23]1[CH:28]=[CH:27][C:26]([NH:29][C:30](=[O:48])[CH2:31][CH2:32][CH2:33][C:34]2[CH:35]=[CH:36][C:37]([B:40]([OH:41])[OH:45])=[CH:38][CH:39]=2)=[CH:25][C:24]=1[C:49]#[N:50])(=[O:22])=[O:21])([CH3:19])([CH3:17])[CH3:18]. (3) Given the reactants [CH:1]([C:3]1[CH:4]=[C:5]([C:9]2[CH:14]=[CH:13][C:12]([O:15][C:16]([F:19])([F:18])[F:17])=[CH:11][CH:10]=2)[CH:6]=[CH:7][CH:8]=1)=O.[S:20]1[CH2:24][C:23](=[O:25])[NH:22][C:21]1=[O:26].N1CCCCC1.C(O)(=O)C1C=CC=CC=1, predict the reaction product. The product is: [F:17][C:16]([F:19])([F:18])[O:15][C:12]1[CH:13]=[CH:14][C:9]([C:5]2[CH:4]=[C:3]([CH:8]=[CH:7][CH:6]=2)[CH:1]=[C:24]2[S:20][C:21](=[O:26])[NH:22][C:23]2=[O:25])=[CH:10][CH:11]=1. (4) Given the reactants [CH:1]1([C:5](O)=O)[CH2:4][CH2:3][CH2:2]1.C(N1C=CN=C1)(N1C=CN=C1)=O.N1C=CC=CC=1.[CH3:26][NH:27][C:28](=[S:31])[NH:29][NH2:30], predict the reaction product. The product is: [CH3:26][N:27]1[C:5]([CH:1]2[CH2:4][CH2:3][CH2:2]2)=[N:30][N:29]=[C:28]1[SH:31]. (5) Given the reactants Br.[CH3:2][N:3]([CH3:25])[CH2:4][CH2:5][CH2:6][C:7]1([C:18]2[CH:23]=[CH:22][C:21]([F:24])=[CH:20][CH:19]=2)[C:11]2[CH:12]=[CH:13][C:14]([C:16]#[N:17])=[CH:15][C:10]=2[CH2:9][O:8]1.[NH3:26], predict the reaction product. The product is: [CH3:25][N:3]([CH3:2])[CH2:4][CH2:5][CH2:6][C:7]1([C:18]2[CH:19]=[CH:20][C:21]([F:24])=[CH:22][CH:23]=2)[C:11]2[CH:12]=[CH:13][C:14]([C:16](=[NH:26])[NH2:17])=[CH:15][C:10]=2[CH2:9][O:8]1.